Dataset: Reaction yield outcomes from USPTO patents with 853,638 reactions. Task: Predict the reaction yield, written as a fraction of the theoretical maximum amount of product (1.0 means a 100% yield; for example, 0.34 means a 34% yield). (1) The reactants are [OH:1][C:2]1[C:3]([C:18](=[N:20][NH:21][C:22]([C:24]2[CH:33]=[CH:32][C:27]([C:28]([O:30]C)=[O:29])=[CH:26][CH:25]=2)=[O:23])[CH3:19])=[N:4][N:5]([CH3:17])[C:6]=1[C:7]1[CH:12]=[CH:11][C:10]([C:13]([F:16])([F:15])[F:14])=[CH:9][CH:8]=1.CO.[OH-].[Na+].Cl. The catalyst is O. The product is [OH:1][C:2]1[C:3]([C:18](=[N:20][NH:21][C:22]([C:24]2[CH:25]=[CH:26][C:27]([C:28]([OH:30])=[O:29])=[CH:32][CH:33]=2)=[O:23])[CH3:19])=[N:4][N:5]([CH3:17])[C:6]=1[C:7]1[CH:12]=[CH:11][C:10]([C:13]([F:14])([F:15])[F:16])=[CH:9][CH:8]=1. The yield is 0.730. (2) The reactants are C([Li])CCC.C(NC(C)C)(C)C.[C:13]([O:16][CH2:17][CH3:18])(=[O:15])[CH3:14].[CH3:19][C@H:20]([C@H:24]([CH3:28])[CH2:25][CH2:26][CH3:27])[C:21](Cl)=[O:22]. The catalyst is C1COCC1. The product is [CH2:17]([O:16][C:13](=[O:15])[CH2:14][C:21](=[O:22])[C@H:20]([CH3:19])[C@H:24]([CH3:28])[CH2:25][CH2:26][CH3:27])[CH3:18]. The yield is 0.892. (3) The reactants are [CH2:1]([O:3][C:4](=[O:11])[C:5](=O)[CH2:6][C:7](=O)[CH3:8])[CH3:2].[Cl:12][C:13]1[CH:18]=[CH:17][CH:16]=[C:15]([Cl:19])[C:14]=1[NH:20][NH2:21].C(O)(=O)C. The catalyst is C(O)C. The product is [CH2:1]([O:3][C:4]([C:5]1[CH:6]=[C:7]([CH3:8])[N:20]([C:14]2[C:13]([Cl:12])=[CH:18][CH:17]=[CH:16][C:15]=2[Cl:19])[N:21]=1)=[O:11])[CH3:2]. The yield is 0.600. (4) The reactants are C12(C)C(C)(C)C(CC1)CC2C(Cl)=O.N[CH:15]1[CH2:21][CH2:20][C:19](=[O:22])[NH:18][C:16]1=[O:17].CC[N:25](CC)CC. The catalyst is C(Cl)(Cl)Cl. The product is [NH2:25][N:18]1[C:19](=[O:22])[CH2:20][CH2:21][CH2:15][C:16]1=[O:17]. The yield is 0.600.